The task is: Predict the product of the given reaction.. This data is from Forward reaction prediction with 1.9M reactions from USPTO patents (1976-2016). (1) Given the reactants C(Cl)(=O)C1C=CC=CC=1.[S-:10][C:11]#[N:12].[NH4+].[CH2:14]([NH:17][C:18]1[CH:23]=[CH:22][C:21]([Cl:24])=[CH:20][C:19]=1[Cl:25])[CH2:15][CH3:16], predict the reaction product. The product is: [Cl:25][C:19]1[CH:20]=[C:21]([Cl:24])[CH:22]=[CH:23][C:18]=1[N:17]([CH2:14][CH2:15][CH3:16])[C:11]([NH2:12])=[S:10]. (2) The product is: [Br:1][C:2]1[CH:7]=[CH:6][C:5]2[C:8]([C:9]([F:12])([F:11])[F:10])=[N:13][O:14][C:4]=2[CH:3]=1. Given the reactants [Br:1][C:2]1[CH:7]=[CH:6][C:5]([C:8](=[N:13][OH:14])[C:9]([F:12])([F:11])[F:10])=[C:4](F)[CH:3]=1.N12CCCN=C1CCCCC2.C1COCC1, predict the reaction product. (3) Given the reactants Cl[C:2]1[C:3]2[N:11]([CH3:12])[CH:10]=[C:9]([C:13]3[C:18]([CH3:19])=[CH:17][C:16]([O:20][CH3:21])=[CH:15][C:14]=3[CH3:22])[C:4]=2[N:5]=[C:6]([CH3:8])[N:7]=1.[NH2:23][CH2:24][CH2:25][NH:26][C:27](=[O:37])[CH2:28][C:29]1[CH:34]=[CH:33][C:32]([O:35][CH3:36])=[CH:31][CH:30]=1.O, predict the reaction product. The product is: [CH3:36][O:35][C:32]1[CH:31]=[CH:30][C:29]([CH2:28][C:27]([NH:26][CH2:25][CH2:24][NH:23][C:2]2[C:3]3[N:11]([CH3:12])[CH:10]=[C:9]([C:13]4[C:18]([CH3:19])=[CH:17][C:16]([O:20][CH3:21])=[CH:15][C:14]=4[CH3:22])[C:4]=3[N:5]=[C:6]([CH3:8])[N:7]=2)=[O:37])=[CH:34][CH:33]=1. (4) Given the reactants [CH3:1][NH2:2].[CH2:3]([O:7][C:8]1[C:15]([O:16][CH3:17])=[CH:14][CH:13]=[CH:12][C:9]=1[CH:10]=O)[CH:4]([CH3:6])[CH3:5].[BH4-].[Na+], predict the reaction product. The product is: [CH2:3]([O:7][C:8]1[C:15]([O:16][CH3:17])=[CH:14][CH:13]=[CH:12][C:9]=1[CH2:10][CH2:1][NH2:2])[CH:4]([CH3:6])[CH3:5]. (5) Given the reactants C[O:2][C:3](=[O:33])[CH2:4][C:5]1[C:6]([CH3:32])=[N:7][N:8]([CH2:11][C:12]2[CH:17]=[CH:16][C:15]([NH:18][C:19]([C:21]3[O:22][C:23]4[CH:30]=[CH:29][C:28]([F:31])=[CH:27][C:24]=4[C:25]=3[CH3:26])=[O:20])=[CH:14][CH:13]=2)[C:9]=1[CH3:10].[OH-].[Na+].Cl, predict the reaction product. The product is: [F:31][C:28]1[CH:29]=[CH:30][C:23]2[O:22][C:21]([C:19]([NH:18][C:15]3[CH:16]=[CH:17][C:12]([CH2:11][N:8]4[C:9]([CH3:10])=[C:5]([CH2:4][C:3]([OH:33])=[O:2])[C:6]([CH3:32])=[N:7]4)=[CH:13][CH:14]=3)=[O:20])=[C:25]([CH3:26])[C:24]=2[CH:27]=1. (6) Given the reactants [CH3:1][O:2][C:3]1[CH:8]=[CH:7][CH:6]=[CH:5][C:4]=1[CH:9]1[CH2:14][CH2:13][NH:12][CH2:11][CH2:10]1.Cl[C:16]1[C:25]2[C:20](=[CH:21][C:22]([O:28][CH3:29])=[C:23]([O:26][CH3:27])[CH:24]=2)[N:19]=[C:18]([CH:30]2[CH2:32][CH2:31]2)[N:17]=1, predict the reaction product. The product is: [CH:30]1([C:18]2[N:17]=[C:16]([N:12]3[CH2:13][CH2:14][CH:9]([C:4]4[CH:5]=[CH:6][CH:7]=[CH:8][C:3]=4[O:2][CH3:1])[CH2:10][CH2:11]3)[C:25]3[C:20](=[CH:21][C:22]([O:28][CH3:29])=[C:23]([O:26][CH3:27])[CH:24]=3)[N:19]=2)[CH2:32][CH2:31]1.